This data is from Full USPTO retrosynthesis dataset with 1.9M reactions from patents (1976-2016). The task is: Predict the reactants needed to synthesize the given product. Given the product [CH:24]1([C:21]2[CH:22]=[CH:23][C:8]([C:5]3[N:6]=[CH:7][C:2]([NH2:1])=[N:3][CH:4]=3)=[C:9]([F:28])[C:10]=2[O:11][CH2:12][C:13]2[CH:14]=[CH:15][C:16]([C:17]3[NH:31][N:30]=[N:29][N:18]=3)=[CH:19][CH:20]=2)[CH2:25][CH2:26][CH2:27]1, predict the reactants needed to synthesize it. The reactants are: [NH2:1][C:2]1[N:3]=[CH:4][C:5]([C:8]2[C:9]([F:28])=[C:10]([C:21]([CH:24]3[CH2:27][CH2:26][CH2:25]3)=[CH:22][CH:23]=2)[O:11][CH2:12][C:13]2[CH:20]=[CH:19][C:16]([C:17]#[N:18])=[CH:15][CH:14]=2)=[N:6][CH:7]=1.[N-:29]=[N+:30]=[N-:31].[Na+].